This data is from Catalyst prediction with 721,799 reactions and 888 catalyst types from USPTO. The task is: Predict which catalyst facilitates the given reaction. (1) Reactant: CCN(C(C)C)C(C)C.[C:10]1([N:16]2[CH:20]=[C:19]([C:21]([NH:23][CH2:24][C:25]([OH:27])=O)=[O:22])[N:18]=[CH:17]2)[CH:15]=[CH:14][CH:13]=[CH:12][CH:11]=1.C1(N2C=C(C(O)=O)N=C2)C=CC=CC=1.C1C=CC2N(O)N=NC=2C=1.CCN=C=NCCCN(C)C.Cl.[Cl:64][C:65]1[CH:77]=[CH:76][CH:75]=[CH:74][C:66]=1[O:67][CH:68]1[CH2:73][CH2:72][NH:71][CH2:70][CH2:69]1. Product: [Cl:64][C:65]1[CH:77]=[CH:76][CH:75]=[CH:74][C:66]=1[O:67][CH:68]1[CH2:73][CH2:72][N:71]([C:25](=[O:27])[CH2:24][NH:23][C:21]([C:19]2[N:18]=[CH:17][N:16]([C:10]3[CH:11]=[CH:12][CH:13]=[CH:14][CH:15]=3)[CH:20]=2)=[O:22])[CH2:70][CH2:69]1. The catalyst class is: 18. (2) Reactant: [F:1][C:2]1[CH:3]=[C:4]([CH2:12][CH2:13][NH2:14])[CH:5]=[C:6]([O:10][CH3:11])[C:7]=1[O:8][CH3:9].C(N(CC)CC)C.[CH2:22]([O:24][C:25](Cl)=[O:26])[CH3:23].C([O-])(O)=O.[Na+]. Product: [CH2:22]([O:24][C:25](=[O:26])[NH:14][CH2:13][CH2:12][C:4]1[CH:5]=[C:6]([O:10][CH3:11])[C:7]([O:8][CH3:9])=[C:2]([F:1])[CH:3]=1)[CH3:23]. The catalyst class is: 4.